This data is from Full USPTO retrosynthesis dataset with 1.9M reactions from patents (1976-2016). The task is: Predict the reactants needed to synthesize the given product. (1) Given the product [N:3]1[CH:4]=[CH:5][CH:6]=[CH:7][C:2]=1[CH:19]([C:14]1[CH:15]=[CH:16][CH:17]=[CH:18][N:13]=1)[OH:20], predict the reactants needed to synthesize it. The reactants are: Br[C:2]1[CH:7]=[CH:6][CH:5]=[CH:4][N:3]=1.[Li]CCCC.[N:13]1[CH:18]=[CH:17][CH:16]=[CH:15][C:14]=1[CH:19]=[O:20]. (2) Given the product [CH3:42][N:39]1[C:37]2=[N:38][C:33]([C:9]3[CH:10]=[CH:11][C:12]([CH2:15][C:16]([NH:18][C:19]4[CH:23]=[C:22]([C:24]5([C:27]([F:30])([F:29])[F:28])[CH2:26][CH2:25]5)[O:21][N:20]=4)=[O:17])=[CH:13][CH:14]=3)=[CH:34][N:35]=[C:36]2[CH:41]=[CH:40]1, predict the reactants needed to synthesize it. The reactants are: CC1(C)C(C)(C)OB([C:9]2[CH:14]=[CH:13][C:12]([CH2:15][C:16]([NH:18][C:19]3[CH:23]=[C:22]([C:24]4([C:27]([F:30])([F:29])[F:28])[CH2:26][CH2:25]4)[O:21][N:20]=3)=[O:17])=[CH:11][CH:10]=2)O1.Cl[C:33]1[N:38]=[C:37]2[N:39]([CH3:42])[CH:40]=[CH:41][C:36]2=[N:35][CH:34]=1.C([O-])([O-])=O.[Na+].[Na+].CC#N. (3) Given the product [CH2:17]([NH:16][C:15]([CH:13]([OH:14])[C@@H:8]([NH:7][C:6]([C@@H:52]([NH:56][C:57]([C@@H:58]([NH:60][C:61]([C:63]1[CH2:64][C:65]2[C:70]([C:71]=1[CH3:72])=[CH:69][CH:68]=[CH:67][CH:66]=2)=[O:62])[CH3:59])=[O:73])[CH2:51][C:44]1[C:45]2[C:50](=[CH:49][CH:48]=[CH:47][CH:46]=2)[NH:42][CH:43]=1)=[O:25])[CH2:9][CH2:10][CH2:11][CH3:12])=[O:24])[C:18]1[CH:19]=[CH:20][CH:21]=[CH:22][CH:23]=1, predict the reactants needed to synthesize it. The reactants are: C(O[C:6](=[O:25])[NH:7][C@H:8]([CH:13]([C:15](=[O:24])[NH:16][CH2:17][C:18]1[CH:23]=[CH:22][CH:21]=[CH:20][CH:19]=1)[OH:14])[CH2:9][CH2:10][CH2:11][CH3:12])(C)(C)C.FC(F)(F)C(O)=O.C(N(CC)C(C)C)(C)C.[NH:42]1[C:50]2[C:45](=[CH:46][CH:47]=[CH:48][CH:49]=2)[C:44]([CH2:51][C@H:52]([NH:56][C:57](=[O:73])[C@@H:58]([NH:60][C:61]([C:63]2[CH2:64][C:65]3[C:70]([C:71]=2[CH3:72])=[CH:69][CH:68]=[CH:67][CH:66]=3)=[O:62])[CH3:59])C(O)=O)=[CH:43]1.CN(C(ON1N=NC2C=CC=NC1=2)=[N+](C)C)C.F[P-](F)(F)(F)(F)F.